From a dataset of Forward reaction prediction with 1.9M reactions from USPTO patents (1976-2016). Predict the product of the given reaction. (1) Given the reactants COCCOC[O:7][C:8]1[CH:13]=[CH:12][C:11]([C:14]2[N:19]=[C:18]([C:20]#[N:21])[C:17]3[N:22]=[CH:23][N:24]([CH3:25])[C:16]=3[CH:15]=2)=[CH:10][C:9]=1[C:26]([F:29])([F:28])[F:27].Cl.[Cl-].[Na+], predict the reaction product. The product is: [OH:7][C:8]1[CH:13]=[CH:12][C:11]([C:14]2[N:19]=[C:18]([C:20]#[N:21])[C:17]3[N:22]=[CH:23][N:24]([CH3:25])[C:16]=3[CH:15]=2)=[CH:10][C:9]=1[C:26]([F:29])([F:28])[F:27]. (2) Given the reactants [NH2:1][CH2:2][C:3]([OH:5])=[O:4].C(NCC(O)=O)(OC[CH:10]1[C:22]2[C:17](=[CH:18][CH:19]=[CH:20][CH:21]=2)C2C1=CC=CC=2)=O.[NH2:28][C@H:29]([C:35](O)=[O:36])[CH2:30][CH2:31][CH2:32][CH2:33][NH2:34].N(C(OC(C)(C)C)=O)[C@@H](C(O)=O)CCCCNC(OCC1C2C(=CC=CC=2)C2C1=CC=CC=2)=[O:46], predict the reaction product. The product is: [NH2:28][C@@H:29]([C:35]([NH:1][CH2:2][C:3]([OH:5])=[O:4])=[O:36])[CH2:30][CH2:31][CH2:32][CH2:33][NH:34][C:10]([C:22]1[CH:17]=[CH:18][CH:19]=[CH:20][CH:21]=1)=[O:46]. (3) Given the reactants [C:1]([O:10]C)(=O)[C:2]1[C:3](=[CH:5][CH:6]=[CH:7][CH:8]=1)[SH:4].[C:12]([C:14]1[CH:23]=[CH:22][C:21]2[CH2:20][CH2:19][CH2:18][CH2:17][C:16]=2[N:15]=1)#[N:13].C(N(CC)CC)C, predict the reaction product. The product is: [N:15]1[C:16]2[CH2:17][CH2:18][CH2:19][CH2:20][C:21]=2[CH:22]=[CH:23][C:14]=1[C:12]1[S:4][C:3]2[CH:5]=[CH:6][CH:7]=[CH:8][C:2]=2[C:1](=[O:10])[N:13]=1. (4) Given the reactants [CH3:1][C:2]1[CH2:7][N:6]([C:8]([O:10][CH2:11][CH2:12][Si:13]([CH3:16])([CH3:15])[CH3:14])=[O:9])[CH2:5][CH2:4][CH:3]=1.ClC1C=CC=C(C(OO)=[O:25])C=1, predict the reaction product. The product is: [CH3:1][C:2]12[O:25][CH:3]1[CH2:4][CH2:5][N:6]([C:8]([O:10][CH2:11][CH2:12][Si:13]([CH3:15])([CH3:14])[CH3:16])=[O:9])[CH2:7]2. (5) Given the reactants [C:1]1([C:10]2[CH:15]=[CH:14][CH:13]=[CH:12][CH:11]=2)[CH:6]=[CH:5][C:4]([C:7]([OH:9])=O)=[CH:3][CH:2]=1.F[P-](F)(F)(F)(F)F.N1(OC(N(C)C)=[N+](C)C)C2N=CC=CC=2N=N1.CCN(C(C)C)C(C)C.[Br:49][C:50]1[CH:55]=[CH:54][C:53]([CH2:56][NH2:57])=[CH:52][CH:51]=1, predict the reaction product. The product is: [Br:49][C:50]1[CH:55]=[CH:54][C:53]([CH2:56][NH:57][C:7]([C:4]2[CH:3]=[CH:2][C:1]([C:10]3[CH:15]=[CH:14][CH:13]=[CH:12][CH:11]=3)=[CH:6][CH:5]=2)=[O:9])=[CH:52][CH:51]=1. (6) Given the reactants [F:1][C:2]1[CH:7]=[CH:6][CH:5]=[C:4]([O:8][CH3:9])[C:3]=1[C:10]1[NH:19][C:18](=O)[C:17]2[C:12](=[CH:13][C:14]([CH3:21])=[CH:15][CH:16]=2)[N:11]=1.CN(C)C1C=CC=CC=1.O=P(Cl)(Cl)[Cl:33].C([O-])(O)=O.[Na+], predict the reaction product. The product is: [Cl:33][C:18]1[C:17]2[C:12](=[CH:13][C:14]([CH3:21])=[CH:15][CH:16]=2)[N:11]=[C:10]([C:3]2[C:4]([O:8][CH3:9])=[CH:5][CH:6]=[CH:7][C:2]=2[F:1])[N:19]=1.